This data is from Catalyst prediction with 721,799 reactions and 888 catalyst types from USPTO. The task is: Predict which catalyst facilitates the given reaction. (1) Reactant: CS(O[CH:6]([C:11]1[CH:16]=[CH:15][C:14]([O:17][C:18]([F:21])([F:20])[F:19])=[CH:13][CH:12]=1)[C:7]([F:10])([F:9])[F:8])(=O)=O.[N-:22]=[N+:23]=[N-:24].[Na+].O. Product: [N:22]([CH:6]([C:11]1[CH:16]=[CH:15][C:14]([O:17][C:18]([F:21])([F:20])[F:19])=[CH:13][CH:12]=1)[C:7]([F:10])([F:9])[F:8])=[N+:23]=[N-:24]. The catalyst class is: 9. (2) Reactant: [CH3:1][O:2][C:3]1[CH:4]=[C:5]([NH:11][C:12](=[O:14])[CH3:13])[CH:6]=[C:7]([O:9][CH3:10])[CH:8]=1.[B-](F)(F)(F)[F:16].[B-](F)(F)(F)F.C1[N+]2(CCl)CC[N+](F)(CC2)C1. Product: [F:16][C:6]1[C:7]([O:9][CH3:10])=[CH:8][C:3]([O:2][CH3:1])=[CH:4][C:5]=1[NH:11][C:12](=[O:14])[CH3:13]. The catalyst class is: 10. (3) Reactant: [NH:1]([CH2:8][CH2:9][OH:10])[C:2]1[CH:7]=[CH:6][CH:5]=[CH:4][CH:3]=1.O.Cl[CH2:13][C:14](Cl)=[O:15].[OH-].[Na+]. Product: [C:2]1([N:1]2[CH2:8][CH2:9][O:10][CH2:13][C:14]2=[O:15])[CH:7]=[CH:6][CH:5]=[CH:4][CH:3]=1. The catalyst class is: 8.